From a dataset of Catalyst prediction with 721,799 reactions and 888 catalyst types from USPTO. Predict which catalyst facilitates the given reaction. (1) Reactant: [CH3:1][C:2]1[N:7]=[C:6]([CH2:8]O)[CH:5]=[CH:4][CH:3]=1.C1(P(C2C=CC=CC=2)C2C=CC=CC=2)C=CC=CC=1.C(Br)(Br)(Br)[Br:30]. Product: [Br:30][CH2:8][C:6]1[CH:5]=[CH:4][CH:3]=[C:2]([CH3:1])[N:7]=1. The catalyst class is: 4. (2) Reactant: Cl[C:2]1[CH:7]=[C:6]([Cl:8])[N:5]=[CH:4][N:3]=1.C([O-])(O)=O.[Na+].[NH2:14][CH2:15][C@@H:16]([C:18]1[CH:23]=[CH:22][CH:21]=[CH:20][CH:19]=1)[OH:17]. Product: [Cl:8][C:6]1[N:5]=[CH:4][N:3]=[C:2]([NH:14][CH2:15][C@@H:16]([C:18]2[CH:23]=[CH:22][CH:21]=[CH:20][CH:19]=2)[OH:17])[CH:7]=1. The catalyst class is: 23. (3) Reactant: Cl[C:2]1[S:3][C:4]2[CH:10]=[C:9]([O:11][CH3:12])[CH:8]=[CH:7][C:5]=2[N:6]=1.[NH:13]1[CH2:18][CH2:17][NH:16][CH2:15][CH2:14]1.C(N(CC)CC)C. Product: [CH3:12][O:11][C:9]1[CH:8]=[CH:7][C:5]2[N:6]=[C:2]([N:13]3[CH2:18][CH2:17][NH:16][CH2:15][CH2:14]3)[S:3][C:4]=2[CH:10]=1. The catalyst class is: 7. (4) Reactant: Br[C:2]1[C:3]2[C:8]([C:9]([C:16]3[CH:21]=[CH:20][CH:19]=[CH:18][CH:17]=3)=[C:10]3[C:15]=1[CH:14]=[CH:13][CH:12]=[CH:11]3)=[CH:7][CH:6]=[CH:5][CH:4]=2.C([Li])CCC.S([O-])([O-])(=O)=S.[Na+].[Na+].[I:34]I. Product: [I:34][C:2]1[C:3]2[C:8]([C:9]([C:16]3[CH:21]=[CH:20][CH:19]=[CH:18][CH:17]=3)=[C:10]3[C:15]=1[CH:14]=[CH:13][CH:12]=[CH:11]3)=[CH:7][CH:6]=[CH:5][CH:4]=2. The catalyst class is: 7. (5) Product: [NH2:2][C:3]1[N:11]=[C:10]([O:12][CH2:13][CH2:14][CH2:15][CH3:16])[N:9]=[C:8]2[C:4]=1[NH:5][C:6](=[O:26])[N:7]2[CH2:17][C:18]1[CH:23]=[CH:22][C:21]([CH2:24][N:38]2[CH2:39][CH2:40][CH:35]([NH2:34])[CH2:36][CH2:37]2)=[CH:20][CH:19]=1. Reactant: Cl.[NH2:2][C:3]1[N:11]=[C:10]([O:12][CH2:13][CH2:14][CH2:15][CH3:16])[N:9]=[C:8]2[C:4]=1[NH:5][C:6](=[O:26])[N:7]2[CH2:17][C:18]1[CH:23]=[CH:22][C:21]([CH2:24]Cl)=[CH:20][CH:19]=1.CC(OC([NH:34][CH:35]1[CH2:40][CH2:39][NH:38][CH2:37][CH2:36]1)=O)(C)C.C(N(C(C)C)CC)(C)C.Cl.CO. The catalyst class is: 3. (6) Reactant: [C:1]([OH:11])(=O)[CH:2]=[CH:3][C:4]1[CH:9]=[CH:8][CH:7]=[CH:6][CH:5]=1.S(Cl)([Cl:14])=O. Product: [C:1]([Cl:14])(=[O:11])[CH:2]=[CH:3][C:4]1[CH:9]=[CH:8][CH:7]=[CH:6][CH:5]=1. The catalyst class is: 4. (7) Reactant: CS(O[CH:6]1[CH2:9][N:8]([C:10]2[S:11][CH:12]=[C:13]([C:15](=[O:34])[N:16]([CH3:33])[CH2:17][CH2:18][NH:19][C:20]([O:22][CH2:23][C:24]3[CH:29]=[CH:28][C:27]([N+:30]([O-:32])=[O:31])=[CH:26][CH:25]=3)=[O:21])[N:14]=2)[CH2:7]1)(=O)=O.[C:35]([O-:38])(=[S:37])[CH3:36].[K+]. Product: [C:35]([S:37][CH:6]1[CH2:9][N:8]([C:10]2[S:11][CH:12]=[C:13]([C:15](=[O:34])[N:16]([CH3:33])[CH2:17][CH2:18][NH:19][C:20]([O:22][CH2:23][C:24]3[CH:25]=[CH:26][C:27]([N+:30]([O-:32])=[O:31])=[CH:28][CH:29]=3)=[O:21])[N:14]=2)[CH2:7]1)(=[O:38])[CH3:36]. The catalyst class is: 9. (8) Reactant: C(O[C:6](=O)[N:7]([CH2:9][C:10]1[CH:18]=[CH:17][CH:16]=[C:15]2[C:11]=1[C:12](=[O:28])[N:13]([CH:20]1[CH2:25][CH2:24][C:23](=[O:26])[NH:22][C:21]1=[O:27])[C:14]2=[O:19])C)(C)(C)C.[ClH:30].CCOCC. Product: [ClH:30].[O:27]=[C:21]1[CH:20]([N:13]2[C:12](=[O:28])[C:11]3[C:15](=[CH:16][CH:17]=[CH:18][C:10]=3[CH2:9][NH:7][CH3:6])[C:14]2=[O:19])[CH2:25][CH2:24][C:23](=[O:26])[NH:22]1. The catalyst class is: 2. (9) Reactant: Cl[CH2:2][CH2:3][CH2:4][N:5]1[C:14]2[C:9](=[CH:10][C:11]([F:16])=[C:12]([F:15])[CH:13]=2)[CH2:8][CH2:7][C:6]1=[O:17].[CH2:18]([CH:22]1[CH2:27][CH2:26][NH:25][CH2:24][CH2:23]1)[CH2:19][CH2:20][CH3:21].[Na+].[I-].C([O-])([O-])=O.[K+].[K+]. Product: [CH2:18]([CH:22]1[CH2:27][CH2:26][N:25]([CH2:2][CH2:3][CH2:4][N:5]2[C:14]3[C:9](=[CH:10][C:11]([F:16])=[C:12]([F:15])[CH:13]=3)[CH2:8][CH2:7][C:6]2=[O:17])[CH2:24][CH2:23]1)[CH2:19][CH2:20][CH3:21]. The catalyst class is: 23. (10) Reactant: [N:1]1[CH:2]=[CH:3][N:4]2[CH2:9][CH2:8][CH2:7][CH:6]([C:10]3[CH:33]=[CH:32][C:13]([O:14][C:15]4[N:19](COCC[Si](C)(C)C)[C:18]5[CH:28]=[CH:29][CH:30]=[CH:31][C:17]=5[N:16]=4)=[CH:12][CH:11]=3)[C:5]=12.[F-].C([N+](CCCC)(CCCC)CCCC)CCC.C1COCC1.C1COCC1. Product: [N:1]1[CH:2]=[CH:3][N:4]2[CH2:9][CH2:8][CH2:7][CH:6]([C:10]3[CH:11]=[CH:12][C:13]([O:14][C:15]4[NH:19][C:18]5[CH:28]=[CH:29][CH:30]=[CH:31][C:17]=5[N:16]=4)=[CH:32][CH:33]=3)[C:5]=12. The catalyst class is: 6.